Dataset: Rat liver microsome stability data. Task: Regression/Classification. Given a drug SMILES string, predict its absorption, distribution, metabolism, or excretion properties. Task type varies by dataset: regression for continuous measurements (e.g., permeability, clearance, half-life) or binary classification for categorical outcomes (e.g., BBB penetration, CYP inhibition). Dataset: rlm. (1) The molecule is CCN(c1ccccc1)S(=O)(=O)c1cc(C(=O)Nc2ccc(Br)cc2)ccc1F. The result is 1 (stable in rat liver microsomes). (2) The drug is Cc1ccc(C(=O)N2CCN(c3cnccn3)CC2)cc1C#Cc1ccccc1. The result is 1 (stable in rat liver microsomes).